Dataset: Full USPTO retrosynthesis dataset with 1.9M reactions from patents (1976-2016). Task: Predict the reactants needed to synthesize the given product. Given the product [NH2:1][C:2]1[C:6]([Br:7])=[CH:5][S:4][C:3]=1[C:8]([OH:10])=[O:9], predict the reactants needed to synthesize it. The reactants are: [NH2:1][C:2]1[C:6]([Br:7])=[CH:5][S:4][C:3]=1[C:8]([O:10]C)=[O:9].[OH-].[Na+].Cl.